The task is: Predict which catalyst facilitates the given reaction.. This data is from Catalyst prediction with 721,799 reactions and 888 catalyst types from USPTO. (1) Reactant: NCC(O)=O.[NH:6]1[CH2:10][CH2:9][CH2:8][C:7]1=[O:11].[O-]P([O-])([O-])=O.[K+].[K+].[K+].[F:20][C:21]1[CH:22]=[CH:23][C:24](I)=[C:25]([C:27](=[O:29])[CH3:28])[CH:26]=1. Product: [C:27]([C:25]1[CH:26]=[C:21]([F:20])[CH:22]=[CH:23][C:24]=1[N:6]1[CH2:10][CH2:9][CH2:8][C:7]1=[O:11])(=[O:29])[CH3:28]. The catalyst class is: 205. (2) Reactant: [N+:1]([C:4]1[CH:9]=[CH:8][C:7](/[CH:10]=[CH:11]/[C:12]2[S:13][C:14]3[CH:20]=[CH:19][CH:18]=[CH:17][C:15]=3[N:16]=2)=[CH:6][CH:5]=1)([O-])=O.O.O.[Sn](Cl)Cl. Product: [NH2:1][C:4]1[CH:9]=[CH:8][C:7]([CH:10]=[CH:11][C:12]2[S:13][C:14]3[CH:20]=[CH:19][CH:18]=[CH:17][C:15]=3[N:16]=2)=[CH:6][CH:5]=1. The catalyst class is: 8. (3) Reactant: C([O:4][C:5]1[CH:17]=[CH:16][C:8]([O:9][CH2:10][C:11]([O:13][CH2:14][CH3:15])=[O:12])=[C:7]([CH3:18])[CH:6]=1)(=O)C.C[O-].[Na+]. Product: [OH:4][C:5]1[CH:17]=[CH:16][C:8]([O:9][CH2:10][C:11]([O:13][CH2:14][CH3:15])=[O:12])=[C:7]([CH3:18])[CH:6]=1. The catalyst class is: 5. (4) Product: [CH3:1][C:2]1[CH:7]=[C:6]([S:8][CH2:9][C:10]2[CH:15]=[CH:14][CH:13]=[C:12]([C:16]3[CH:21]=[CH:20][C:19]([C:22]([F:23])([F:24])[F:25])=[CH:18][CH:17]=3)[N:11]=2)[CH:5]=[CH:4][C:3]=1[O:26][CH2:27][C:28]([OH:30])=[O:29]. The catalyst class is: 1. Reactant: [CH3:1][C:2]1[CH:7]=[C:6]([S:8][CH2:9][C:10]2[CH:15]=[CH:14][CH:13]=[C:12]([C:16]3[CH:21]=[CH:20][C:19]([C:22]([F:25])([F:24])[F:23])=[CH:18][CH:17]=3)[N:11]=2)[CH:5]=[CH:4][C:3]=1[O:26][CH2:27][C:28]([O:30]CC)=[O:29].[OH-].[Na+].Cl.CCOC(C)=O. (5) Reactant: [C:1]([C:3]1[C:8]([O:9][CH3:10])=[CH:7][C:6]([NH:11]C(=O)C)=[C:5]([N+:15]([O-:17])=[O:16])[CH:4]=1)#[N:2].Cl. Product: [NH2:11][C:6]1[C:5]([N+:15]([O-:17])=[O:16])=[CH:4][C:3]([C:1]#[N:2])=[C:8]([O:9][CH3:10])[CH:7]=1. The catalyst class is: 8.